This data is from NCI-60 drug combinations with 297,098 pairs across 59 cell lines. The task is: Regression. Given two drug SMILES strings and cell line genomic features, predict the synergy score measuring deviation from expected non-interaction effect. (1) Drug 1: CC1CCC2CC(C(=CC=CC=CC(CC(C(=O)C(C(C(=CC(C(=O)CC(OC(=O)C3CCCCN3C(=O)C(=O)C1(O2)O)C(C)CC4CCC(C(C4)OC)OP(=O)(C)C)C)C)O)OC)C)C)C)OC. Drug 2: CCC1(C2=C(COC1=O)C(=O)N3CC4=CC5=C(C=CC(=C5CN(C)C)O)N=C4C3=C2)O. Cell line: HT29. Synergy scores: CSS=70.6, Synergy_ZIP=2.61, Synergy_Bliss=2.38, Synergy_Loewe=5.65, Synergy_HSA=6.92. (2) Drug 1: CCN(CC)CCNC(=O)C1=C(NC(=C1C)C=C2C3=C(C=CC(=C3)F)NC2=O)C. Drug 2: CN1C(=O)N2C=NC(=C2N=N1)C(=O)N. Cell line: HCT116. Synergy scores: CSS=67.9, Synergy_ZIP=8.76, Synergy_Bliss=9.49, Synergy_Loewe=-49.0, Synergy_HSA=8.04. (3) Drug 1: CCCCC(=O)OCC(=O)C1(CC(C2=C(C1)C(=C3C(=C2O)C(=O)C4=C(C3=O)C=CC=C4OC)O)OC5CC(C(C(O5)C)O)NC(=O)C(F)(F)F)O. Drug 2: CC1=C(C(=O)C2=C(C1=O)N3CC4C(C3(C2COC(=O)N)OC)N4)N. Cell line: OVCAR-5. Synergy scores: CSS=32.0, Synergy_ZIP=-16.8, Synergy_Bliss=-13.4, Synergy_Loewe=-15.0, Synergy_HSA=-8.41. (4) Drug 1: CN1CCC(CC1)COC2=C(C=C3C(=C2)N=CN=C3NC4=C(C=C(C=C4)Br)F)OC. Drug 2: CC12CCC3C(C1CCC2O)C(CC4=C3C=CC(=C4)O)CCCCCCCCCS(=O)CCCC(C(F)(F)F)(F)F. Cell line: MALME-3M. Synergy scores: CSS=5.89, Synergy_ZIP=-1.25, Synergy_Bliss=3.70, Synergy_Loewe=2.27, Synergy_HSA=2.42. (5) Drug 1: CNC(=O)C1=CC=CC=C1SC2=CC3=C(C=C2)C(=NN3)C=CC4=CC=CC=N4. Drug 2: CC1=C(C(=CC=C1)Cl)NC(=O)C2=CN=C(S2)NC3=CC(=NC(=N3)C)N4CCN(CC4)CCO. Cell line: HCT116. Synergy scores: CSS=16.3, Synergy_ZIP=-5.27, Synergy_Bliss=-5.27, Synergy_Loewe=-4.51, Synergy_HSA=-3.37. (6) Drug 1: C1=CC=C(C(=C1)C(C2=CC=C(C=C2)Cl)C(Cl)Cl)Cl. Drug 2: CN1C2=C(C=C(C=C2)N(CCCl)CCCl)N=C1CCCC(=O)O.Cl. Cell line: SF-539. Synergy scores: CSS=2.02, Synergy_ZIP=-0.168, Synergy_Bliss=-5.29, Synergy_Loewe=-5.49, Synergy_HSA=-8.13. (7) Drug 1: C1CCC(CC1)NC(=O)N(CCCl)N=O. Drug 2: C1=CC(=CC=C1CCCC(=O)O)N(CCCl)CCCl. Cell line: ACHN. Synergy scores: CSS=42.5, Synergy_ZIP=1.42, Synergy_Bliss=5.68, Synergy_Loewe=-3.59, Synergy_HSA=7.61.